This data is from Catalyst prediction with 721,799 reactions and 888 catalyst types from USPTO. The task is: Predict which catalyst facilitates the given reaction. (1) Reactant: [Cl:1][C:2]1[CH:11]=[CH:10][CH:9]=[C:8]2[C:3]=1[C:4](=[O:24])[NH:5][C:6]([C:12]1[CH:17]=[C:16]([CH3:18])[C:15]([O:19][CH2:20][CH2:21]O)=[C:14]([CH3:23])[CH:13]=1)=[N:7]2.C(Br)(Br)(Br)[Br:26].C1(P(C2C=CC=CC=2)C2C=CC=CC=2)C=CC=CC=1. Product: [Br:26][CH2:21][CH2:20][O:19][C:15]1[C:16]([CH3:18])=[CH:17][C:12]([C:6]2[NH:5][C:4](=[O:24])[C:3]3[C:8](=[CH:9][CH:10]=[CH:11][C:2]=3[Cl:1])[N:7]=2)=[CH:13][C:14]=1[CH3:23]. The catalyst class is: 3. (2) Reactant: [CH3:1][C:2]1[C:11]([NH:12][C:13]2[CH:18]=[CH:17][C:16]([C:19]([F:22])([F:21])[F:20])=[CH:15][C:14]=2[N+:23]([O-])=O)=[CH:10][CH:9]=[CH:8][C:3]=1[C:4]([O:6][CH3:7])=[O:5]. Product: [NH2:23][C:14]1[CH:15]=[C:16]([C:19]([F:21])([F:22])[F:20])[CH:17]=[CH:18][C:13]=1[NH:12][C:11]1[C:2]([CH3:1])=[C:3]([CH:8]=[CH:9][CH:10]=1)[C:4]([O:6][CH3:7])=[O:5]. The catalyst class is: 129. (3) Reactant: [C:1]1([C:7]2[S:11][C:10]([NH:12][C:13]([NH:15][C:16]3[C:21]([Cl:22])=[CH:20][C:19]([Cl:23])=[CH:18][C:17]=3[Cl:24])=[O:14])=[C:9]([C:25](O)=[O:26])[CH:8]=2)[CH:6]=[CH:5][CH:4]=[CH:3][CH:2]=1.CN(C(ON1N=NC2C=CC=NC1=2)=[N+](C)C)C.F[P-](F)(F)(F)(F)F.CCN(C(C)C)C(C)C.Cl.[NH2:62][C@@H:63]([CH:68]1[CH2:73][CH2:72][CH2:71][CH2:70][CH2:69]1)[C:64]([O:66][CH3:67])=[O:65]. Product: [CH:68]1([C@H:63]([NH:62][C:25]([C:9]2[CH:8]=[C:7]([C:1]3[CH:2]=[CH:3][CH:4]=[CH:5][CH:6]=3)[S:11][C:10]=2[NH:12][C:13]([NH:15][C:16]2[C:21]([Cl:22])=[CH:20][C:19]([Cl:23])=[CH:18][C:17]=2[Cl:24])=[O:14])=[O:26])[C:64]([O:66][CH3:67])=[O:65])[CH2:73][CH2:72][CH2:71][CH2:70][CH2:69]1. The catalyst class is: 3. (4) Product: [NH2:9][CH2:10][C:11]1[CH:12]=[CH:13][C:14]([C:17](=[O:23])[CH2:18][C:19]([CH3:21])([CH3:20])[CH3:22])=[N:15][CH:16]=1. Reactant: Cl.C(OC([NH:9][CH2:10][C:11]1[CH:12]=[CH:13][C:14]([C:17](=[O:23])[CH2:18][C:19]([CH3:22])([CH3:21])[CH3:20])=[N:15][CH:16]=1)=O)(C)(C)C. The catalyst class is: 346. (5) Reactant: C(OC([NH:8][CH2:9][CH:10]1[CH2:15][CH2:14][N:13]([CH2:16][C:17]2([C:21]([OH:23])=[O:22])[CH2:20][CH2:19][CH2:18]2)[CH2:12][CH2:11]1)=O)(C)(C)C.[CH3:24][C:25]1[CH:26]=[CH:27][C:28]([S:31]([OH:34])(=[O:33])=[O:32])=[CH:29][CH:30]=1.O.CCN(CC)CC. Product: [CH3:24][C:25]1[CH:26]=[CH:27][C:28]([S:31]([OH:34])(=[O:33])=[O:32])=[CH:29][CH:30]=1.[NH2:8][CH2:9][CH:10]1[CH2:15][CH2:14][N:13]([CH2:16][C:17]2([C:21]([OH:23])=[O:22])[CH2:20][CH2:19][CH2:18]2)[CH2:12][CH2:11]1. The catalyst class is: 1. (6) Reactant: [C:1]([O:23]C)(=O)[CH2:2][CH2:3][CH2:4][CH2:5][CH2:6][CH2:7][CH2:8]/[CH:9]=[CH:10]\[CH2:11][CH2:12][CH2:13][CH2:14][CH2:15][CH2:16][CH2:17][C:18]([O:20][CH3:21])=[O:19].CCN(CC)CC.O. Product: [CH3:21][O:20][C:18]([CH:17]1[CH2:16][CH2:15][CH2:14][CH2:13][CH2:12][CH2:11][CH:10]=[CH:9][CH2:8][CH2:7][CH2:6][CH2:5][CH2:4][CH2:3][CH2:2][C:1]1=[O:23])=[O:19]. The catalyst class is: 388.